Dataset: Reaction yield outcomes from USPTO patents with 853,638 reactions. Task: Predict the reaction yield, written as a fraction of the theoretical maximum amount of product (1.0 means a 100% yield; for example, 0.34 means a 34% yield). (1) The reactants are Cl[CH2:2][CH2:3][NH:4][C:5]([NH:7][C:8]1[CH:13]=[CH:12][C:11]([C:14]2[N:15]([CH2:27][CH3:28])[C:16]3[C:21]([C:22]=2[C:23]#[N:24])=[CH:20][CH:19]=[C:18]([O:25][CH3:26])[CH:17]=3)=[CH:10][CH:9]=1)=[O:6].[OH-].[K+]. The yield is 0.620. The product is [CH2:27]([N:15]1[C:16]2[C:21](=[CH:20][CH:19]=[C:18]([O:25][CH3:26])[CH:17]=2)[C:22]([C:23]#[N:24])=[C:14]1[C:11]1[CH:12]=[CH:13][C:8]([N:7]2[CH2:2][CH2:3][NH:4][C:5]2=[O:6])=[CH:9][CH:10]=1)[CH3:28]. The catalyst is CO. (2) The reactants are [Cl:1][C:2]1[CH:3]=[CH:4][N:5]2[C:10]=1[C:9](=[O:11])[O:8][C:7]([CH2:12]Cl)=[N:6]2.[I-:14].[Na+].O.[Cl-].[Na+].O. The catalyst is CC(C)=O. The product is [Cl:1][C:2]1[CH:3]=[CH:4][N:5]2[C:10]=1[C:9](=[O:11])[O:8][C:7]([CH2:12][I:14])=[N:6]2. The yield is 0.950.